From a dataset of Forward reaction prediction with 1.9M reactions from USPTO patents (1976-2016). Predict the product of the given reaction. (1) The product is: [Cl:23][C:24]1[CH:25]=[CH:26][C:27]([C:30]([C:33]2[C:34]([CH2:39][N:13]([CH2:14][C:15]3[C:20]([F:21])=[CH:19][CH:18]=[CH:17][N:16]=3)[CH2:12][CH2:11][CH2:10][CH2:9][NH:7][CH3:8])=[N:35][CH:36]=[CH:37][CH:38]=2)([CH3:32])[CH3:31])=[CH:28][CH:29]=1. Given the reactants C(OC(=O)[N:7]([CH2:9][CH2:10][CH2:11][CH2:12][NH:13][CH2:14][C:15]1[C:20]([F:21])=[CH:19][CH:18]=[CH:17][N:16]=1)[CH3:8])(C)(C)C.[Cl:23][C:24]1[CH:29]=[CH:28][C:27]([C:30]([C:33]2[C:34]([CH:39]=O)=[N:35][CH:36]=[CH:37][CH:38]=2)([CH3:32])[CH3:31])=[CH:26][CH:25]=1.[BH-](OC(C)=O)(OC(C)=O)OC(C)=O.[Na+].C(O)(C(F)(F)F)=O.NCCCCN(CC1N=CC=CC=1C(O)=O)CC1C(C)=CC(C)=CN=1, predict the reaction product. (2) The product is: [ClH:37].[ClH:37].[CH:15]([N:1]1[CH2:6][CH2:5][NH:4][CH2:3][CH2:2]1)([CH3:17])[CH3:14]. Given the reactants [N:1]1(C(OC(C)(C)C)=O)[CH2:6][CH2:5][NH:4][CH2:3][CH2:2]1.[CH3:14][C:15]([CH3:17])=O.C(O)(=O)C.[BH-](OC(C)=O)(OC(C)=O)OC(C)=O.[Na+].C(Cl)[Cl:37], predict the reaction product. (3) Given the reactants [CH:1]([C:4]1[CH:9]=[CH:8][CH:7]=[CH:6][C:5]=1[OH:10])([CH3:3])[CH3:2].C1(C)C=CC(S([O-])(=O)=O)=CC=1.[NH+]1C=CC=CC=1.[CH2:28]1[CH2:33][O:32][CH:31]=[CH:30][CH2:29]1, predict the reaction product. The product is: [CH:1]([C:4]1[CH:9]=[CH:8][CH:7]=[CH:6][C:5]=1[O:10][CH:31]1[CH2:30][CH2:29][CH2:28][CH2:33][O:32]1)([CH3:3])[CH3:2]. (4) Given the reactants [C:1]([O:4][CH:5]1[O:18][C@H:17]([CH2:19][O:20][C:21](=[O:23])[CH3:22])[C@@H:12]([O:13][C:14](=[O:16])[CH3:15])[C@H:7]([O:8][C:9](=[O:11])[CH3:10])[C@H:6]1[N:24]=CC1C=CC(OC)=CC=1)(=[O:3])[CH3:2].[ClH:34], predict the reaction product. The product is: [CH3:22][C:21]([O:20][CH2:19][C@H:17]1[O:18][C@@H:5]([O:4][C:1]([CH3:2])=[O:3])[C@H:6]([NH2:24])[C@@H:7]([O:8][C:9]([CH3:10])=[O:11])[C@@H:12]1[O:13][C:14]([CH3:15])=[O:16])=[O:23].[ClH:34]. (5) Given the reactants C(=O)([O-])[O-].[K+].[K+].[CH3:7][O:8][C:9]1[CH:14]=[CH:13][C:12]([NH2:15])=[CH:11][CH:10]=1.[CH:16]1[C:25]2[C:20](=[CH:21][CH:22]=[CH:23][CH:24]=2)[CH:19]=[CH:18][C:17]=1[O:26][CH2:27][CH2:28][CH2:29]Cl, predict the reaction product. The product is: [CH3:7][O:8][C:9]1[CH:14]=[CH:13][C:12]([NH:15][CH2:29][CH2:28][CH2:27][O:26][C:17]2[CH:18]=[CH:19][C:20]3[C:25](=[CH:24][CH:23]=[CH:22][CH:21]=3)[CH:16]=2)=[CH:11][CH:10]=1. (6) The product is: [CH:19]1([C:2]2[CH:11]=[CH:10][C:5]([C:6]([O:8][CH3:9])=[O:7])=[C:4]([CH3:12])[CH:3]=2)[CH2:21][CH2:20]1. Given the reactants Br[C:2]1[CH:11]=[CH:10][C:5]([C:6]([O:8][CH3:9])=[O:7])=[C:4]([CH3:12])[CH:3]=1.C(=O)([O-])[O-].[K+].[K+].[CH:19]1(B(O)O)[CH2:21][CH2:20]1, predict the reaction product. (7) Given the reactants [C:1]([O:4][C@@H:5]1[C@@H:12]([O:13][C:14](=[O:16])[CH3:15])[C@H:11]([O:17][C:18](=[O:20])[CH3:19])[C:8]2([CH2:10][CH2:9]2)[O:7][C@H:6]1[C:21]1[CH:26]=[CH:25][C:24]([Cl:27])=[C:23]([CH2:28][C:29]2[CH:30]=[CH:31][C:32]3[O:37][CH2:36][C:35](=O)[NH:34][C:33]=3[CH:39]=2)[CH:22]=1)(=[O:3])[CH3:2].B.C1COCC1, predict the reaction product. The product is: [C:1]([O:4][C@@H:5]1[C@@H:12]([O:13][C:14](=[O:16])[CH3:15])[C@H:11]([O:17][C:18](=[O:20])[CH3:19])[C:8]2([CH2:10][CH2:9]2)[O:7][C@H:6]1[C:21]1[CH:26]=[CH:25][C:24]([Cl:27])=[C:23]([CH2:28][C:29]2[CH:30]=[CH:31][C:32]3[O:37][CH2:36][CH2:35][NH:34][C:33]=3[CH:39]=2)[CH:22]=1)(=[O:3])[CH3:2]. (8) Given the reactants C[O-].[Na+].[N:4]1[CH:9]=[CH:8][CH:7]=[CH:6][C:5]=1[C:10]([O:12]C)=O.[CH3:14][C:15]([CH3:17])=[O:16], predict the reaction product. The product is: [N:4]1[CH:9]=[CH:8][CH:7]=[CH:6][C:5]=1[C:10](=[O:12])[CH2:14][C:15](=[O:16])[CH3:17]. (9) The product is: [OH:31][CH2:30][CH2:29][CH2:28][N:24]([CH2:25][CH2:26][CH3:27])[C:23]([C:11]1[CH2:10][C:9]([NH:8][C:6](=[O:7])[O:5][C:1]([CH3:3])([CH3:2])[CH3:4])=[N:15][C:14]2[CH:16]=[C:17]([C:20](=[O:21])[NH:63][C:64]3[CH:65]=[C:66]([CH3:70])[CH:67]=[CH:68][CH:69]=3)[CH:18]=[CH:19][C:13]=2[CH:12]=1)=[O:32]. Given the reactants [C:1]([O:5][C:6]([NH:8][C:9]1[CH2:10][C:11]([C:23](=[O:32])[N:24]([CH2:28][CH2:29][CH2:30][OH:31])[CH2:25][CH2:26][CH3:27])=[CH:12][C:13]2[CH:19]=[CH:18][C:17]([C:20](O)=[O:21])=[CH:16][C:14]=2[N:15]=1)=[O:7])([CH3:4])([CH3:3])[CH3:2].CCN=C=NCCCN(C)C.C1C=CC2N(O)N=NC=2C=1.CCN(C(C)C)C(C)C.[NH2:63][C:64]1[CH:69]=[CH:68][CH:67]=[C:66]([CH3:70])[CH:65]=1, predict the reaction product. (10) Given the reactants C[O:2][C:3](=[O:27])[CH2:4][C:5]1[CH:6]=[C:7]([C:13]2[CH:18]=[CH:17][C:16]([C:19]([F:22])([F:21])[F:20])=[CH:15][C:14]=2[CH2:23][NH:24][CH2:25][CH3:26])[C:8]([O:11][CH3:12])=[CH:9][CH:10]=1.[CH2:28]([O:35][CH2:36][C:37](Cl)=[O:38])[C:29]1[CH:34]=[CH:33][CH:32]=[CH:31][CH:30]=1, predict the reaction product. The product is: [CH2:28]([O:35][CH2:36][C:37]([N:24]([CH2:23][C:14]1[CH:15]=[C:16]([C:19]([F:21])([F:22])[F:20])[CH:17]=[CH:18][C:13]=1[C:7]1[C:8]([O:11][CH3:12])=[CH:9][CH:10]=[C:5]([CH2:4][C:3]([OH:27])=[O:2])[CH:6]=1)[CH2:25][CH3:26])=[O:38])[C:29]1[CH:34]=[CH:33][CH:32]=[CH:31][CH:30]=1.